This data is from Full USPTO retrosynthesis dataset with 1.9M reactions from patents (1976-2016). The task is: Predict the reactants needed to synthesize the given product. (1) Given the product [N:13]1([CH2:28][NH:8][C:6](=[O:7])[C:5]2[CH:9]=[CH:10][C:2]([Cl:1])=[CH:3][CH:4]=2)[C:17]2[CH:18]=[CH:19][CH:20]=[CH:21][C:16]=2[N:15]=[N:14]1, predict the reactants needed to synthesize it. The reactants are: [Cl:1][C:2]1[CH:10]=[CH:9][C:5]([C:6]([NH2:8])=[O:7])=[CH:4][CH:3]=1.C=O.[NH:13]1[C:17]2[CH:18]=[CH:19][CH:20]=[CH:21][C:16]=2[N:15]=[N:14]1.[O-]S([O-])(=O)=O.[Mg+2].[C:28]1(C)C=CC(S(O)(=O)=O)=CC=1. (2) Given the product [Br:14][C:3]1[CH:2]=[CH:1][C:13]2[NH:12][C:11]3[C:6]([C:5]=2[CH:4]=1)=[CH:7][CH:8]=[CH:9][CH:10]=3, predict the reactants needed to synthesize it. The reactants are: [CH:1]1[C:13]2[NH:12][C:11]3[C:6](=[CH:7][CH:8]=[CH:9][CH:10]=3)[C:5]=2[CH:4]=[CH:3][CH:2]=1.[Br:14]N1C(=O)CCC1=O. (3) Given the product [ClH:2].[Cl:2][CH2:3][CH2:4][CH2:5][CH:6]([C:18]1[C:19]([F:26])=[CH:20][C:21]([F:25])=[CH:22][C:23]=1[F:24])[C:7]([NH:9][NH2:10])=[O:8], predict the reactants needed to synthesize it. The reactants are: Cl.[Cl:2][CH2:3][CH2:4][CH2:5][CH:6]([C:18]1[C:23]([F:24])=[CH:22][C:21]([F:25])=[CH:20][C:19]=1[F:26])[C:7]([NH:9][NH:10]C(OC(C)(C)C)=O)=[O:8]. (4) Given the product [CH3:1][C:2]1[NH:3][C:4](=[O:20])[C:5]([C:13]2[N:14]=[C:15]([N:18]([CH3:19])[S:27]([C:21]3[CH:26]=[CH:25][CH:24]=[CH:23][CH:22]=3)(=[O:29])=[O:28])[S:16][CH:17]=2)=[CH:6][C:7]=1[C:8]([O:10][CH2:11][CH3:12])=[O:9], predict the reactants needed to synthesize it. The reactants are: [CH3:1][C:2]1[NH:3][C:4](=[O:20])[C:5]([C:13]2[N:14]=[C:15]([NH:18][CH3:19])[S:16][CH:17]=2)=[CH:6][C:7]=1[C:8]([O:10][CH2:11][CH3:12])=[O:9].[C:21]1([S:27](Cl)(=[O:29])=[O:28])[CH:26]=[CH:25][CH:24]=[CH:23][CH:22]=1.Cl. (5) Given the product [CH3:56][C:52]1[CH:51]=[C:50]([NH:49][C:22](=[O:23])[CH2:21][O:20][C:19]2[CH:18]=[CH:17][C:16]([O:15][C:6]3[C:5]4[C:10](=[CH:11][C:12]([O:13][CH3:14])=[C:3]([O:2][CH3:1])[CH:4]=4)[N:9]=[CH:8][CH:7]=3)=[CH:26][CH:25]=2)[CH:55]=[CH:54][CH:53]=1, predict the reactants needed to synthesize it. The reactants are: [CH3:1][O:2][C:3]1[CH:4]=[C:5]2[C:10](=[CH:11][C:12]=1[O:13][CH3:14])[N:9]=[CH:8][CH:7]=[C:6]2[O:15][C:16]1[CH:26]=[CH:25][C:19]([O:20][CH2:21][C:22](O)=[O:23])=[CH:18][CH:17]=1.CCN=C=NCCCN(C)C.Cl.C1C=CC2N(O)N=NC=2C=1.[NH2:49][C:50]1[CH:55]=[CH:54][CH:53]=[C:52]([CH3:56])[CH:51]=1.C(=O)([O-])O.[Na+]. (6) Given the product [C:3]([O:7][C:8]1[CH:13]=[C:12]([CH:14]([CH3:15])[CH3:16])[CH:11]=[CH:10][C:9]=1[C:17]1([NH:31][C:32](=[O:35])[CH2:33][CH3:34])[C:25](=[O:26])[C:24]2[C:19](=[CH:20][CH:21]=[CH:22][C:23]=2[NH2:27])[C:18]1=[O:30])(=[O:6])[CH2:4][CH3:5], predict the reactants needed to synthesize it. The reactants are: Cl.O.[C:3]([O:7][C:8]1[CH:13]=[C:12]([CH:14]([CH3:16])[CH3:15])[CH:11]=[CH:10][C:9]=1[C:17]1([NH:31][C:32](=[O:35])[CH2:33][CH3:34])[C:25](=[O:26])[C:24]2[C:19](=[CH:20][CH:21]=[CH:22][C:23]=2[N+:27]([O-])=O)[C:18]1=[O:30])(=[O:6])[CH2:4][CH3:5].